The task is: Predict the reaction yield, written as a fraction of the theoretical maximum amount of product (1.0 means a 100% yield; for example, 0.34 means a 34% yield).. This data is from Reaction yield outcomes from USPTO patents with 853,638 reactions. The catalyst is C1COCC1. The yield is 0.900. The product is [CH2:1]([NH:8][S:16]([C:12]1[CH:13]=[CH:14][CH:15]=[C:10]([Br:9])[CH:11]=1)(=[O:18])=[O:17])[C:2]1[CH:7]=[CH:6][CH:5]=[CH:4][CH:3]=1. The reactants are [CH2:1]([NH2:8])[C:2]1[CH:7]=[CH:6][CH:5]=[CH:4][CH:3]=1.[Br:9][C:10]1[CH:11]=[C:12]([S:16](Cl)(=[O:18])=[O:17])[CH:13]=[CH:14][CH:15]=1.O.